Dataset: Drug-target binding data from BindingDB using Ki measurements. Task: Regression. Given a target protein amino acid sequence and a drug SMILES string, predict the binding affinity score between them. We predict pKi (pKi = -log10(Ki in M); higher means stronger inhibition). Dataset: bindingdb_ki. (1) The pKi is 7.1. The target protein (Q28838) has sequence MGSLQPDAGNASWNGTEAPGGGARATPYSLQVTLTLVCLAGLLMLFTVFGNVLVIIAVFTSRALKAPQNLFLVSLASADILVATLVIPFSLANEVMGYWYFGKAWCEIYLALDVLFCTSSIVHLCAISLDRYWSITQAIEYNLKRTPRRIKAIIVTVWVISAVISFPPLISFEKKRGRSGQPSAEPRCEINDQKWYVISSSIGSFFAPCLIMILVYVRIYQIAKRRTRVPPSRRGPDATAAELPGSAERRPNGLGPERGGVGPVGAEVESLQVQLNGAPGEPAPAGAGADALDLEESSSSEHAERPPGSRRSERGPRAKGKARASQVKPGDSLPRRGPGATGLGAPTAGPAEERSGGGAKASRWRGRQNREKRFTFVLAVVIGVFVVCWFPFFFTYTLTAIGCPVPPTLFKFFFWFGYCNSSLNPVIYTIFNHDFRRAFKKILCRGDRKRIV. The small molecule is CC(C)=CCOc1ccc(Cl)c2c1CCN(C)CC2. (2) The small molecule is CC[C@H](C)[C@H](NC(=O)[C@@H]1CCCN1C(=O)[C@@H](NC(=O)[C@@H](N)Cc1ccccc1)C(C)C)C(=O)N[C@@H](Cc1ccccc1)C(=O)N[C@H](C(=O)N[C@@H](Cc1ccc(O)cc1)C(=O)NCC(=O)N[C@@H](CCC(=O)O)C(=O)N[C@@H](CC(C)C)C(=O)N[C@@H](CCC(N)=O)C(=O)N[C@@H](CCCN=C(N)N)C(=O)N[C@@H](CC(C)C)C(=O)N[C@@H](CCC(N)=O)C(=O)N[C@@H](CCC(=O)O)C(=O)N[C@@H](CCCCN)C(=O)N[C@@H](CCC(=O)O)C(=O)N[C@@H](CCCN=C(N)N)C(=O)N[C@@H](CC(N)=O)C(=O)N[C@@H](CCCCN)C(=O)NCC(=O)N[C@@H](CCC(N)=O)C(=O)N[C@@H](CCO)C(=O)O)[C@@H](C)O. The target protein (P27114) has sequence MVSRKAVAALLLVHVTAMLASQTEAFVPIFTYSELQRMQERERNRGHKKSLSVQQRSDAAAAPRPAEPTLEEENGRMQLTAPVEIGMRMNSRQLEKYRAALEAAERAVHPDAPSRPCWPAGGESGWSGEPSPT. The pKi is 8.4. (3) The compound is Oc1cccc2cnc(-n3ccc4ccncc43)cc12. The target protein (P10636) has sequence MAEPRQEFEVMEDHAGTYGLGDRKDQGGYTMHQDQEGDTDAGLKESPLQTPTEDGSEEPGSETSDAKSTPTAEDVTAPLVDEGAPGKQAAAQPHTEIPEGTTAEEAGIGDTPSLEDEAAGHVTQEPESGKVVQEGFLREPGPPGLSHQLMSGMPGAPLLPEGPREATRQPSGTGPEDTEGGRHAPELLKHQLLGDLHQEGPPLKGAGGKERPGSKEEVDEDRDVDESSPQDSPPSKASPAQDGRPPQTAAREATSIPGFPAEGAIPLPVDFLSKVSTEIPASEPDGPSVGRAKGQDAPLEFTFHVEITPNVQKEQAHSEEHLGRAAFPGAPGEGPEARGPSLGEDTKEADLPEPSEKQPAAAPRGKPVSRVPQLKARMVSKSKDGTGSDDKKAKTSTRSSAKTLKNRPCLSPKHPTPGSSDPLIQPSSPAVCPEPPSSPKYVSSVTSRTGSSGAKEMKLKGADGKTKIATPRGAAPPGQKGQANATRIPAKTPPAPKTPP.... The pKi is 9.1. (4) The small molecule is CC[C@H](C)[C@H](NC(=O)[C@H](CCCNC(=N)N)NC(=O)[C@H](CCCNC(=N)N)NC(=O)[C@H](CC(C)C)NC(=O)[C@H](Cc1ccccc1)NC(=O)CNC(=O)CNC(=O)[C@@H](N)Cc1ccc(O)cc1)C(=O)N[C@@H](CCCNC(=N)N)C(=O)N1CCC[C@H]1C(=O)N[C@@H](CCCCN)C(=O)N[C@@H](CC(C)C)C(=O)N[C@@H](CCCCN)C(=O)O. The target protein sequence is MDSPIQIFRGEPGPTCAPSACLPPNSSAWFPGWAEPDSNGSAGSEDAQLEPAHISPAIPVIITAVYSVVFVVGLVGNSLVMFVIIRYTKMKTATNIYIFNLALADALVTTTMPFQSTVYLMNSWPFGDVLCKIVISIDAYNMFTSIFTLTMMSVDRYIAVCHPVKALDFRTPLKAKIINICIWLLSSSVGISAIVLGGTKVREDVDVIECSLQFPDDDYSWWDLFMKICVFIFAFVIPVLIIIVCYTLMILRLKSVRLLSGSREKDRNLRRITRLVLVVVAVFVVCWTPIHIFILVEALGSTSHSTAALSSYYFCIALGYTNSSLNPILYAFLDENFKRCFRDFCFPLKMRMERQSTSRVRNTVQDPAYLRDIDGMNKPV. The pKi is 7.5. (5) The compound is CC(C)(C)[C@@H](NC(=O)OC12CC3CC(CC(C3)C1)C2)C(=O)N[C@H](C(=O)NC(Cc1ccc(NC(N)=[NH2+])cc1)C(=O)C(F)(F)F)c1ccc2ccccc2c1. The target protein (Q01177) has sequence MDHKEIILLFLLFLKPGQGDSLDGYVSTQGASLHSLTKKQLAAGSIADCLAKCEGETDFICRSFQYHSKEQQCVIMAENSKTSSIIRMRDVILFEKRVYLSECKTGIGKGYRGTMSKTKTGVTCQKWSDTSPHVPKYSPSTHPSEGLEENYCRNPDNDEQGPWCYTTDPDQRYEYCNIPECEEECMYCSGEKYEGKISKTMSGLDCQSWDSQSPHAHGYIPAKFPSKNLKMNYCRNPDGEPRPWCFTTDPNKRWEYCDIPRCTTPPPPPGPTYQCLKGRGENYRGTVSVTASGKTCQRWSEQTPHRHNRTPENFPCKNLEENYCRNPDGETAPWCYTTDSQLRWEYCEIPSCGSSVSPDQSDSSVLPEQTPVVQECYQGNGKSYRGTSSTTNTGKKCQSWVSMTPHSHSKTPANFPDAGLEMNYCRNPDNDQRGPWCFTTDPSVRWEYCNLKRCSETGGGVAESAIVPQVPSAPGTSETDCMYGNGKEYRGKTAVTAAGT.... The pKi is 6.3. (6) The small molecule is CC(C)=CCN=C(N)NCCCCN=C(N)NCC=C(C)C. The target protein (O64411) has sequence MSSSPSFGLLAVAALLLALSLAQHGSLAATVGPRVIVVGAGMSGISAAKRLSEAGITDLLILEATDHIGGRMHKTNFAGINVELGANWVEGVNGGKMNPIWPIVNSTLKLRNFRSDFDYLAQNVYKEDGGVYDEDYVQKRIELADSVEEMGEKLSATLHASGRDDMSILAMQRLNEHQPNGPATPVDMVVDYYKFDYEFAEPPRVTSLQNTVPLATFSDFGDDVYFVADQRGYEAVVYYLAGQYLKTDDKSGKIVDPRLQLNKVVREIKYSPGGVTVKTEDNSVYSADYVMVSASLGVLQSDLIQFKPKLPTWKVRAIYQFDMAVYTKIFLKFPRKFWPEGKGREFFLYASSRRGYYGVWQEFEKQYPDANVLLVTVTDEESRRIEQQSDEQTKAEIMQVLRKMFPGKDVPDATDILVPRWWSDRFYKGTFSNWPVGVNRYEYDQLRAPVGRVYFTGEHTSEHYNGYVHGAYLSGIDSAEILINCAQKKMCKYHVQGKYD.... The pKi is 5.8. (7) The small molecule is N#CC1(NC(=O)[C@H](Cc2ccc(OC(F)(F)F)c(Cl)c2)NC(=O)c2cnn(-c3ccc(Cl)cc3)n2)CC1. The target protein sequence is MPRTEMVRFVRLPVVLLAMAACLASVALGSLHVEESLEMRFAAFKKKYGKVYKDAKEEAFRFRAFEENMEQAKIQAAANPYATFGVTPFSDMTREEFRARYRNGASYFAAAQKRLRKTVNVTTGRAPAAVDWREKGAVTPVKDQGQCGSCWAFSTIGNIEGQWQVAGNPLVSLSEQMLVSCDTIDFGCGGGLMDNAFNWIVNSNGGNVFTEASYPYVSGNGEQPQCQMNGHEIGAAITDHVDLPQDEDAIAAYLAENGPLAIAVDATSFMDYNGGILTSCTSEQLDHGVLLVGYNDSSNPPYWIIKNSWSNMWGEDGYIRIEKGTNQCLMNQAVSSAVVGGPTPPPPPPPPPSATFTQDFCEGKGCTKGCSHATFPTGECVQTTGVGSVIATCGASNLTQIIYPLSRSCSGLSVPITVPLDKCIPILIGSVEYHCSTNPPTKAARLVPHQ. The pKi is 8.0.